From a dataset of Forward reaction prediction with 1.9M reactions from USPTO patents (1976-2016). Predict the product of the given reaction. (1) Given the reactants [C:1]([C:3]1([NH:6][C:7](=[O:38])[C@H:8]([CH2:33][C:34]([F:37])([CH3:36])[CH3:35])[NH:9][C@@H:10]([C:15]2[CH:20]=[CH:19][C:18]([C:21]3[CH:26]=[CH:25][C:24]([C:27]([OH:32])([CH3:31])[CH:28]([F:30])[F:29])=[CH:23][CH:22]=3)=[CH:17][CH:16]=2)[C:11]([F:14])([F:13])[F:12])[CH2:5][CH2:4]1)#[N:2], predict the reaction product. The product is: [C:1]([C:3]1([NH:6][C:7](=[O:38])[C@H:8]([CH2:33][C:34]([F:37])([CH3:35])[CH3:36])[NH:9][C@@H:10]([C:15]2[CH:20]=[CH:19][C:18]([C:21]3[CH:26]=[CH:25][C:24]([C@:27]([OH:32])([CH3:31])[CH:28]([F:30])[F:29])=[CH:23][CH:22]=3)=[CH:17][CH:16]=2)[C:11]([F:14])([F:13])[F:12])[CH2:5][CH2:4]1)#[N:2]. (2) Given the reactants [N+:1]([C:4]1[CH:5]=[C:6]([CH:19]=[CH:20][C:21]=1[N+:22]([O-])=O)[NH:7][C:8](=[O:18])[C:9]1[CH:14]=[CH:13][C:12]([N:15]([CH3:17])[CH3:16])=[CH:11][CH:10]=1)([O-])=O.[O:25]1[C:30]2[CH:31]=[CH:32][C:33]([CH:35]=O)=[CH:34][C:29]=2[O:28][CH2:27][CH2:26]1, predict the reaction product. The product is: [O:25]1[CH2:26][CH2:27][O:28][C:29]2[CH:34]=[C:33]([C:35]3[NH:22][C:21]4[CH:20]=[CH:19][C:6]([NH:7][C:8](=[O:18])[C:9]5[CH:14]=[CH:13][C:12]([N:15]([CH3:17])[CH3:16])=[CH:11][CH:10]=5)=[CH:5][C:4]=4[N:1]=3)[CH:32]=[CH:31][C:30]1=2.